The task is: Predict the reactants needed to synthesize the given product.. This data is from Full USPTO retrosynthesis dataset with 1.9M reactions from patents (1976-2016). (1) Given the product [Cl:11][C:12]1[CH:17]=[CH:16][C:15]([NH:18][C:19]([NH:1][C:2]2[S:3][CH:4]=[CH:5][C:6]=2[C:7]([O:9][CH3:10])=[O:8])=[S:20])=[CH:14][CH:13]=1, predict the reactants needed to synthesize it. The reactants are: [NH2:1][C:2]1[S:3][CH:4]=[CH:5][C:6]=1[C:7]([O:9][CH3:10])=[O:8].[Cl:11][C:12]1[CH:17]=[CH:16][C:15]([N:18]=[C:19]=[S:20])=[CH:14][CH:13]=1. (2) Given the product [CH3:13][N:11]([CH3:12])[C:9](=[O:10])[CH2:8][CH2:7][C:6]([CH2:14][O:15][CH2:16][CH2:17][CH2:18][CH2:19][CH2:20][CH2:21][CH2:22][CH3:23])([CH2:24][O:25][CH2:26][CH2:27][CH2:28][CH2:29][CH2:30][CH2:31][CH2:32][CH3:33])[CH2:5][CH2:4][C:3]([N:2]([CH3:1])[CH3:35])=[O:34], predict the reactants needed to synthesize it. The reactants are: [CH3:1][N:2]([CH3:35])[C:3](=[O:34])[CH:4]=[CH:5][C:6]([CH2:24][O:25][CH2:26][CH2:27][CH2:28][CH2:29][CH2:30][CH2:31][CH2:32][CH3:33])([CH2:14][O:15][CH2:16][CH2:17][CH2:18][CH2:19][CH2:20][CH2:21][CH2:22][CH3:23])[CH:7]=[CH:8][C:9]([N:11]([CH3:13])[CH3:12])=[O:10]. (3) Given the product [CH2:17]([C:2]1([C:10]([O:12][CH2:13][CH3:14])=[O:11])[CH2:1][C:9]2[C:4](=[CH:5][CH:6]=[CH:7][CH:8]=2)[CH2:3]1)[CH:16]=[CH2:15], predict the reactants needed to synthesize it. The reactants are: [CH2:1]1[C:9]2[C:4](=[CH:5][CH:6]=[CH:7][CH:8]=2)[CH2:3][CH:2]1[C:10]([O:12][CH2:13][CH3:14])=[O:11].[CH2:15](Br)[CH:16]=[CH2:17].